Dataset: Full USPTO retrosynthesis dataset with 1.9M reactions from patents (1976-2016). Task: Predict the reactants needed to synthesize the given product. (1) The reactants are: C(O)(C)C.C(=O)=O.[CH3:8][O:9][C:10]1[CH:19]=[CH:18][C:13]([C:14]([NH:16][CH3:17])=[O:15])=[C:12]([CH2:20][C:21]2[CH:26]=[CH:25][CH:24]=[CH:23][CH:22]=2)[CH:11]=1.C([Li])(CC)C.[CH2:32]([O:39][C:40]([N:42]1[CH2:47][CH2:46][CH:45]([C:48](Cl)=[O:49])[CH2:44][CH2:43]1)=[O:41])[C:33]1[CH:38]=[CH:37][CH:36]=[CH:35][CH:34]=1. Given the product [CH2:32]([O:39][C:40]([N:42]1[CH2:47][CH2:46][CH:45]([C:48]2([OH:49])[CH:20]([C:21]3[CH:26]=[CH:25][CH:24]=[CH:23][CH:22]=3)[C:12]3[C:13](=[CH:18][CH:19]=[C:10]([O:9][CH3:8])[CH:11]=3)[C:14](=[O:15])[N:16]2[CH3:17])[CH2:44][CH2:43]1)=[O:41])[C:33]1[CH:38]=[CH:37][CH:36]=[CH:35][CH:34]=1, predict the reactants needed to synthesize it. (2) Given the product [Cl:24][C:17]1[CH:18]=[CH:19][N:20]=[C:15]([NH:14][C:12]2[CH:11]=[N:10][N:9]([C:2]([CH3:8])([CH3:1])[C:3]([O:5][CH2:6][CH3:7])=[O:4])[CH:13]=2)[N:16]=1, predict the reactants needed to synthesize it. The reactants are: [CH3:1][C:2]([N:9]1[CH:13]=[C:12]([NH:14][C:15]2[NH:16][C:17](=O)[CH:18]=[CH:19][N:20]=2)[CH:11]=[N:10]1)([CH3:8])[C:3]([O:5][CH2:6][CH3:7])=[O:4].P(Cl)(Cl)([Cl:24])=O.[OH-].[Na+].